Dataset: Forward reaction prediction with 1.9M reactions from USPTO patents (1976-2016). Task: Predict the product of the given reaction. (1) The product is: [F:40][C:2]([F:1])([F:41])[C:3]1[CH:39]=[CH:38][C:6]([CH2:7][N:8]2[C:16]3[C:11](=[CH:12][C:13]([O:17][CH2:18][C:19]([OH:21])=[O:20])=[CH:14][CH:15]=3)[C:10]([CH:24]=[N:25][O:26][CH2:27][C:28]3[CH:33]=[CH:32][C:31]([C:34]([F:37])([F:36])[F:35])=[CH:30][CH:29]=3)=[CH:9]2)=[CH:5][CH:4]=1. Given the reactants [F:1][C:2]([F:41])([F:40])[C:3]1[CH:39]=[CH:38][C:6]([CH2:7][N:8]2[C:16]3[C:11](=[CH:12][C:13]([O:17][CH2:18][C:19]([O:21]CC)=[O:20])=[CH:14][CH:15]=3)[C:10]([CH:24]=[N:25][O:26][CH2:27][C:28]3[CH:33]=[CH:32][C:31]([C:34]([F:37])([F:36])[F:35])=[CH:30][CH:29]=3)=[CH:9]2)=[CH:5][CH:4]=1.O.[OH-].[Li+], predict the reaction product. (2) Given the reactants [OH:1][C:2]1[C:7]([N+:8]([O-])=O)=[CH:6][CH:5]=[CH:4][C:3]=1[C:11]([N:13]1[CH2:17][CH2:16][C@@H:15]([OH:18])[CH2:14]1)=[O:12].[H][H], predict the reaction product. The product is: [NH2:8][C:7]1[C:2]([OH:1])=[C:3]([C:11]([N:13]2[CH2:17][CH2:16][C@@H:15]([OH:18])[CH2:14]2)=[O:12])[CH:4]=[CH:5][CH:6]=1.